From a dataset of Forward reaction prediction with 1.9M reactions from USPTO patents (1976-2016). Predict the product of the given reaction. (1) Given the reactants C[O:2][P:3]([C:6]1[CH:11]=[CH:10][CH:9]=[CH:8][CH:7]=1)[O:4][CH3:5].[C:12]([C:16]1[CH:17]=[C:18]([CH:21]=[C:22]([C:25]([CH3:28])([CH3:27])[CH3:26])[C:23]=1[OH:24])[CH2:19]Cl)([CH3:15])([CH3:14])[CH3:13], predict the reaction product. The product is: [CH3:5][O:4][P:3]([CH2:19][C:18]1[CH:17]=[C:16]([C:12]([CH3:13])([CH3:15])[CH3:14])[C:23]([OH:24])=[C:22]([C:25]([CH3:28])([CH3:27])[CH3:26])[CH:21]=1)([C:6]1[CH:11]=[CH:10][CH:9]=[CH:8][CH:7]=1)=[O:2]. (2) Given the reactants [CH2:1]([C:8]1[CH:13]=[CH:12][CH:11]=[C:10](Br)[CH:9]=1)[C:2]1[CH:7]=[CH:6][CH:5]=[CH:4][CH:3]=1.C([Li])CCC.[Br:20][C:21]1[CH:26]=[CH:25][C:24]([C:27]2[O:31][N:30]=[C:29]([CH3:32])[C:28]=2[CH:33]=[O:34])=[CH:23][CH:22]=1, predict the reaction product. The product is: [CH2:1]([C:8]1[CH:9]=[C:10]([CH:33]([C:28]2[C:29]([CH3:32])=[N:30][O:31][C:27]=2[C:24]2[CH:25]=[CH:26][C:21]([Br:20])=[CH:22][CH:23]=2)[OH:34])[CH:11]=[CH:12][CH:13]=1)[C:2]1[CH:7]=[CH:6][CH:5]=[CH:4][CH:3]=1. (3) Given the reactants C[O:2][C:3](=[O:22])[CH:4]([NH:14][C:15]([O:17][C:18]([CH3:21])([CH3:20])[CH3:19])=[O:16])[CH2:5][O:6][C:7]1[CH:12]=[CH:11][C:10]([Br:13])=[CH:9][CH:8]=1.O[Li].O.Cl, predict the reaction product. The product is: [Br:13][C:10]1[CH:9]=[CH:8][C:7]([O:6][CH2:5][CH:4]([NH:14][C:15]([O:17][C:18]([CH3:19])([CH3:21])[CH3:20])=[O:16])[C:3]([OH:22])=[O:2])=[CH:12][CH:11]=1.